This data is from Catalyst prediction with 721,799 reactions and 888 catalyst types from USPTO. The task is: Predict which catalyst facilitates the given reaction. Reactant: I[C:2]1[C:10]2[C:5](=[CH:6][CH:7]=[C:8]([N:11]([S:19]([C:22]3[CH:27]=[CH:26][CH:25]=[CH:24][C:23]=3[S:28]([CH3:31])(=[O:30])=[O:29])(=[O:21])=[O:20])C(OC(C)(C)C)=O)[CH:9]=2)[N:4](C(OC(C)(C)C)=O)[N:3]=1.[O:39]1[CH:43]=[CH:42][C:41](B(O)O)=[CH:40]1.C(=O)([O-])O.[Na+]. Product: [O:39]1[CH:43]=[CH:42][C:41]([C:2]2[C:10]3[C:5](=[CH:6][CH:7]=[C:8]([NH:11][S:19]([C:22]4[CH:27]=[CH:26][CH:25]=[CH:24][C:23]=4[S:28]([CH3:31])(=[O:30])=[O:29])(=[O:21])=[O:20])[CH:9]=3)[NH:4][N:3]=2)=[CH:40]1. The catalyst class is: 9.